Dataset: Catalyst prediction with 721,799 reactions and 888 catalyst types from USPTO. Task: Predict which catalyst facilitates the given reaction. (1) Reactant: [CH3:1][C:2]1[N:7]=[C:6]([NH2:8])[CH:5]=[C:4]([CH3:9])[N:3]=1.Br[C:11]1[C:12](=[O:19])[N:13]([CH3:18])[CH:14]=[C:15]([Br:17])[CH:16]=1.CC1(C)C2C(=C(P(C3C=CC=CC=3)C3C=CC=CC=3)C=CC=2)OC2C(P(C3C=CC=CC=3)C3C=CC=CC=3)=CC=CC1=2.C(=O)([O-])[O-].[Cs+].[Cs+]. The catalyst class is: 102. Product: [Br:17][C:15]1[CH:16]=[C:11]([NH:8][C:6]2[CH:5]=[C:4]([CH3:9])[N:3]=[C:2]([CH3:1])[N:7]=2)[C:12](=[O:19])[N:13]([CH3:18])[CH:14]=1. (2) Reactant: FC(F)(F)S(O[C:7]1[CH:12]=[CH:11][C:10]([C:13]2[CH:18]=[CH:17][C:16]([C:19]3([C:22]([O:24][CH2:25][CH3:26])=[O:23])[CH2:21][CH2:20]3)=[CH:15][CH:14]=2)=[CH:9][CH:8]=1)(=O)=O.[CH3:44][C:39]1([CH3:45])[C:40]([CH3:43])([CH3:42])[O:41][B:37]([B:37]2[O:41][C:40]([CH3:43])([CH3:42])[C:39]([CH3:45])([CH3:44])[O:38]2)[O:38]1.C([O-])(=O)C.[K+]. Product: [CH3:43][C:40]1([CH3:42])[C:39]([CH3:44])([CH3:45])[O:38][B:37]([C:7]2[CH:8]=[CH:9][C:10]([C:13]3[CH:18]=[CH:17][C:16]([C:19]4([C:22]([O:24][CH2:25][CH3:26])=[O:23])[CH2:21][CH2:20]4)=[CH:15][CH:14]=3)=[CH:11][CH:12]=2)[O:41]1. The catalyst class is: 75. (3) Reactant: [F:1][C:2]1[CH:3]=[CH:4][C:5]([OH:30])=[C:6]([CH:29]=1)[CH2:7][NH:8][C:9]([NH:11][C:12]1[N:16]([C:17]2[CH:22]=[CH:21][C:20]([CH3:23])=[CH:19][CH:18]=2)[N:15]=[C:14]([C:24]([CH2:27][CH3:28])([CH3:26])[CH3:25])[CH:13]=1)=[O:10].[Cl:31][C:32]1[N:37]=[C:36](Cl)[CH:35]=[CH:34][N:33]=1.[OH-].[Na+]. Product: [Cl:31][C:32]1[N:37]=[C:36]([O:30][C:5]2[CH:4]=[CH:3][C:2]([F:1])=[CH:29][C:6]=2[CH2:7][NH:8][C:9]([NH:11][C:12]2[N:16]([C:17]3[CH:22]=[CH:21][C:20]([CH3:23])=[CH:19][CH:18]=3)[N:15]=[C:14]([C:24]([CH2:27][CH3:28])([CH3:25])[CH3:26])[CH:13]=2)=[O:10])[CH:35]=[CH:34][N:33]=1. The catalyst class is: 21. (4) Reactant: N(C(OC(C)(C)C)=O)=NC(OC(C)(C)C)=O.C1(P(C2C=CC=CC=2)C2C=CC=CC=2)C=CC=CC=1.O[CH2:37][CH2:38][NH:39][C:40](=[O:46])[O:41][C:42]([CH3:45])([CH3:44])[CH3:43].[Si:47]([O:54][C:55]1[NH:59][N:58]=[C:57]([C:60]([O:62][CH2:63][CH3:64])=[O:61])[CH:56]=1)([C:50]([CH3:53])([CH3:52])[CH3:51])([CH3:49])[CH3:48]. Product: [C:42]([O:41][C:40]([NH:39][CH2:38][CH2:37][N:58]1[C:57]([C:60]([O:62][CH2:63][CH3:64])=[O:61])=[CH:56][C:55]([O:54][Si:47]([C:50]([CH3:51])([CH3:53])[CH3:52])([CH3:49])[CH3:48])=[N:59]1)=[O:46])([CH3:45])([CH3:44])[CH3:43]. The catalyst class is: 1. (5) Reactant: [N+:1]([C:4]1[CH:11]=[CH:10][CH:9]=[CH:8][C:5]=1[CH2:6]Br)([O-:3])=[O:2].[CH2:12]([NH2:14])[CH3:13].O.[OH-].[Na+]. Product: [CH2:12]([NH:14][CH2:6][C:5]1[CH:8]=[CH:9][CH:10]=[CH:11][C:4]=1[N+:1]([O-:3])=[O:2])[CH3:13]. The catalyst class is: 7. (6) Reactant: F[C:2]1[CH:25]=[CH:24][C:23]([I:26])=[CH:22][C:3]=1[C:4]([C:6](=[CH:12][NH:13][CH2:14][CH2:15][N:16]1[CH2:21][CH2:20][O:19][CH2:18][CH2:17]1)[C:7]([O:9][CH2:10][CH3:11])=[O:8])=[O:5].C(=O)([O-])[O-].[K+].[K+]. Product: [I:26][C:23]1[CH:22]=[C:3]2[C:2](=[CH:25][CH:24]=1)[N:13]([CH2:14][CH2:15][N:16]1[CH2:21][CH2:20][O:19][CH2:18][CH2:17]1)[CH:12]=[C:6]([C:7]([O:9][CH2:10][CH3:11])=[O:8])[C:4]2=[O:5]. The catalyst class is: 3.